This data is from Full USPTO retrosynthesis dataset with 1.9M reactions from patents (1976-2016). The task is: Predict the reactants needed to synthesize the given product. (1) Given the product [CH3:5][O:4][C:2](=[O:3])[NH:6][CH2:7][C@@H:8]1[O:12][C:11](=[O:13])[N:10]([C:14]2[CH:15]=[C:16]3[C:20](=[C:21]([F:23])[CH:22]=2)[N:19]([CH:24]2[CH2:26][CH2:25]2)[C:18](=[O:27])[CH2:17]3)[CH2:9]1, predict the reactants needed to synthesize it. The reactants are: Cl[C:2]([O:4][CH3:5])=[O:3].[NH2:6][CH2:7][C@H:8]1[O:12][C:11](=[O:13])[N:10]([C:14]2[CH:15]=[C:16]3[C:20](=[C:21]([F:23])[CH:22]=2)[N:19]([CH:24]2[CH2:26][CH2:25]2)[C:18](=[O:27])[CH2:17]3)[CH2:9]1.C(N(C(C)C)CC)(C)C. (2) Given the product [CH2:16]([O:15][C:13]([NH:12][C:9]1[CH:10]=[CH:11][C:6]([CH2:5][C:4]([O-:23])=[O:3])=[N:7][CH:8]=1)=[O:14])[C:17]1[CH:22]=[CH:21][CH:20]=[CH:19][CH:18]=1.[Na+:30], predict the reactants needed to synthesize it. The reactants are: C([O:3][C:4](=[O:23])[CH2:5][C:6]1[CH:11]=[CH:10][C:9]([NH:12][C:13]([O:15][CH2:16][C:17]2[CH:22]=[CH:21][CH:20]=[CH:19][CH:18]=2)=[O:14])=[CH:8][N:7]=1)C.O1CCCC1.[OH-].[Na+:30]. (3) Given the product [C:1]([O:5][C:6]([N:8]1[CH2:12][CH2:11][CH2:10][C@@H:9]1[C:13]1[CH:18]=[CH:17][C:16]([CH2:19][CH2:20][C:21]([O:23][CH3:24])=[O:22])=[CH:15][CH:14]=1)=[O:7])([CH3:4])([CH3:3])[CH3:2], predict the reactants needed to synthesize it. The reactants are: [C:1]([O:5][C:6]([N:8]1[CH2:12][CH2:11][CH2:10][C@@H:9]1[C:13]1[CH:18]=[CH:17][C:16](/[CH:19]=[CH:20]/[C:21]([O:23][CH3:24])=[O:22])=[CH:15][CH:14]=1)=[O:7])([CH3:4])([CH3:3])[CH3:2]. (4) Given the product [Br:1][C:2]1[N:7]=[C:6]([C:8]2([CH3:15])[CH2:9][O:10][CH2:11][C:12]([NH2:16])=[N:13]2)[CH:5]=[CH:4][CH:3]=1, predict the reactants needed to synthesize it. The reactants are: [Br:1][C:2]1[N:7]=[C:6]([C:8]2([CH3:15])[NH:13][C:12](=S)[CH2:11][O:10][CH2:9]2)[CH:5]=[CH:4][CH:3]=1.[NH3:16].CO. (5) Given the product [CH3:14][O:7][C:6](=[O:8])[C:5]1[CH:9]=[CH:10][C:2]([F:1])=[C:3]([N+:11]([O-:13])=[O:12])[CH:4]=1, predict the reactants needed to synthesize it. The reactants are: [F:1][C:2]1[CH:10]=[CH:9][C:5]([C:6]([OH:8])=[O:7])=[CH:4][C:3]=1[N+:11]([O-:13])=[O:12].[CH:14](OC)(OC)OC. (6) The reactants are: [CH:1]([O:4][C:5]([N:7]1[CH:12]([CH2:13][CH3:14])[CH2:11][CH:10]([NH:15][CH2:16][C:17]2[CH:22]=[C:21]([C:23]([F:26])([F:25])[F:24])[CH:20]=[C:19]([C:27]([F:30])([F:29])[F:28])[CH:18]=2)[CH2:9][CH:8]1[CH2:31][CH3:32])=[O:6])([CH3:3])[CH3:2].C(=O)([O-])[O-].[Na+].[Na+].[N:39]#[C:40]Br. Given the product [CH:1]([O:4][C:5]([N:7]1[CH:12]([CH2:13][CH3:14])[CH2:11][CH:10]([N:15]([CH2:16][C:17]2[CH:22]=[C:21]([C:23]([F:26])([F:24])[F:25])[CH:20]=[C:19]([C:27]([F:30])([F:28])[F:29])[CH:18]=2)[C:40]#[N:39])[CH2:9][CH:8]1[CH2:31][CH3:32])=[O:6])([CH3:3])[CH3:2], predict the reactants needed to synthesize it. (7) Given the product [NH2:16][C:12]1[CH:11]=[C:10]([CH:15]=[CH:14][CH:13]=1)[C:9]([N:8]([CH2:1][C:2]1[CH:3]=[CH:4][CH:5]=[CH:6][CH:7]=1)[CH3:20])=[O:19], predict the reactants needed to synthesize it. The reactants are: [CH2:1]([N:8]([CH3:20])[C:9](=[O:19])[C:10]1[CH:15]=[CH:14][CH:13]=[C:12]([N+:16]([O-])=O)[CH:11]=1)[C:2]1[CH:7]=[CH:6][CH:5]=[CH:4][CH:3]=1. (8) Given the product [CH3:2][C:3]1[S:7][C:6]([CH2:8][NH:9][C:10](=[O:11])[O:12][C:13]([CH3:16])([CH3:15])[CH3:14])=[N:5][N:4]=1, predict the reactants needed to synthesize it. The reactants are: Cl.[CH3:2][C:3]1[S:7][C:6]([CH2:8][NH2:9])=[N:5][N:4]=1.[C:10](O[C:10]([O:12][C:13]([CH3:16])([CH3:15])[CH3:14])=[O:11])([O:12][C:13]([CH3:16])([CH3:15])[CH3:14])=[O:11].C(N(CC)CC)C. (9) Given the product [CH2:1]([N:8]1[C:16]2[C:15](=[O:17])[NH:14][CH:13]=[N:12][C:11]=2[N:10]=[C:9]1[Cl:18])[C:2]1[CH:7]=[CH:6][CH:5]=[CH:4][CH:3]=1, predict the reactants needed to synthesize it. The reactants are: [CH2:1]([N:8]1[C:16]2[C:15](=[O:17])[NH:14][CH:13]=[N:12][C:11]=2[N:10]=[CH:9]1)[C:2]1[CH:7]=[CH:6][CH:5]=[CH:4][CH:3]=1.[Cl:18]N1C(=O)CCC1=O.